Dataset: Reaction yield outcomes from USPTO patents with 853,638 reactions. Task: Predict the reaction yield, written as a fraction of the theoretical maximum amount of product (1.0 means a 100% yield; for example, 0.34 means a 34% yield). (1) The reactants are [NH2:1][C:2]1[C:11]2[CH:10]=[CH:9][C:8]([F:12])=[C:7](Br)[C:6]=2[N:5]=[C:4]2[CH2:14][N:15]([CH:18]3[CH2:21][CH2:20][CH2:19]3)[C:16](=[O:17])[C:3]=12.[CH3:22][O:23][C:24]1[C:29](B(O)O)=[CH:28][CH:27]=[CH:26][N:25]=1. No catalyst specified. The product is [NH2:1][C:2]1[C:11]2[CH:10]=[CH:9][C:8]([F:12])=[C:7]([C:29]3[C:24]([O:23][CH3:22])=[N:25][CH:26]=[CH:27][CH:28]=3)[C:6]=2[N:5]=[C:4]2[CH2:14][N:15]([CH:18]3[CH2:21][CH2:20][CH2:19]3)[C:16](=[O:17])[C:3]=12. The yield is 0.490. (2) The reactants are [H-].[Al+3].[Li+].[H-].[H-].[H-].CCOCC.[Cl-].[Cl-].[Cl-].[Al+3].[Cl:16][C:17]1[CH:18]=[C:19]([OH:28])[CH:20]=[CH:21][C:22]=1[CH:23]=[CH:24][N+:25]([O-])=O. The catalyst is C1COCC1. The product is [NH2:25][CH2:24][CH2:23][C:22]1[CH:21]=[CH:20][C:19]([OH:28])=[CH:18][C:17]=1[Cl:16]. The yield is 0.810. (3) The reactants are [C:1](OCC)(OCC)([O:3][CH2:4][CH3:5])[CH3:2].[C:12](#[N:16])[CH2:13][C:14]#[N:15]. The catalyst is C(O)(=O)C.C(O)C. The product is [CH2:1]([O:3][C:4](=[C:13]([C:12]#[N:16])[C:14]#[N:15])[CH3:5])[CH3:2]. The yield is 0.910. (4) The reactants are [Br:1][C:2]1[CH:3]=[N:4][C:5]([C:8]2[CH:13]=[CH:12][C:11]([CH2:14][C@H:15]([NH:23][C:24]([C:26]3[S:27][C:28]([C:31]([CH3:34])([CH3:33])[CH3:32])=[CH:29][CH:30]=3)=[O:25])[C:16]([O:18]C(C)(C)C)=[O:17])=[CH:10][CH:9]=2)=[N:6][CH:7]=1.C(O)(C(F)(F)F)=O. The catalyst is C(Cl)Cl. The product is [Br:1][C:2]1[CH:7]=[N:6][C:5]([C:8]2[CH:9]=[CH:10][C:11]([CH2:14][C@H:15]([NH:23][C:24]([C:26]3[S:27][C:28]([C:31]([CH3:34])([CH3:33])[CH3:32])=[CH:29][CH:30]=3)=[O:25])[C:16]([OH:18])=[O:17])=[CH:12][CH:13]=2)=[N:4][CH:3]=1. The yield is 0.970.